Dataset: Catalyst prediction with 721,799 reactions and 888 catalyst types from USPTO. Task: Predict which catalyst facilitates the given reaction. (1) Reactant: [C:1]([C:4]1[C:32](=[O:33])[C@@:8]2([CH3:34])[C:9]3[C:15]([OH:16])=[CH:14][C:13]([O:17][CH3:18])=[C:12]([C:19]([NH:21][CH2:22][C:23]4[C:28]([CH3:29])=[CH:27][C:26]([OH:30])=[CH:25][C:24]=4[CH3:31])=[O:20])[C:10]=3[O:11][C:7]2=[CH:6][C:5]=1[OH:35])(=[O:3])[CH3:2].C(=O)([O-])[O-].[K+].[K+].[Cl:42][C:43]1[CH:50]=[C:49]([Cl:51])[CH:48]=[CH:47][C:44]=1[CH2:45]Cl.Cl. Product: [C:1]([C:4]1[C:32](=[O:33])[C@@:8]2([CH3:34])[C:9]3[C:15]([OH:16])=[CH:14][C:13]([O:17][CH3:18])=[C:12]([C:19]([NH:21][CH2:22][C:23]4[C:28]([CH3:29])=[CH:27][C:26]([O:30][CH2:45][C:44]5[CH:47]=[CH:48][C:49]([Cl:51])=[CH:50][C:43]=5[Cl:42])=[CH:25][C:24]=4[CH3:31])=[O:20])[C:10]=3[O:11][C:7]2=[CH:6][C:5]=1[OH:35])(=[O:3])[CH3:2]. The catalyst class is: 9. (2) Reactant: [CH3:1][N:2]1[C:10]2[C:9]([O:11][C:12]3[CH:18]=[CH:17][C:15]([NH2:16])=[CH:14][CH:13]=3)=[N:8][CH:7]=[N:6][C:5]=2[CH:4]=[CH:3]1.C(N(CC)CC)C.[C:26](Cl)(=[O:33])[C:27]1[CH:32]=[CH:31][CH:30]=[CH:29][CH:28]=1. Product: [CH3:1][N:2]1[C:10]2[C:9]([O:11][C:12]3[CH:18]=[CH:17][C:15]([NH:16][C:26](=[O:33])[C:27]4[CH:32]=[CH:31][CH:30]=[CH:29][CH:28]=4)=[CH:14][CH:13]=3)=[N:8][CH:7]=[N:6][C:5]=2[CH:4]=[CH:3]1. The catalyst class is: 30. (3) Reactant: Br[C:2]1[CH:16]=[CH:15][CH:14]=[C:13]([F:17])[C:3]=1[C:4]([NH:6][CH2:7][CH:8]([O:11]C)OC)=O.BrC1C=CC=C(F)C=1[C:21]([OH:23])=[O:22].CN(C(ON1N=NC2C=CC=CC1=2)=[N+](C)C)C.F[P-](F)(F)(F)(F)F.CCN(C(C)C)C(C)C.COC(OC)CN. Product: [F:17][C:13]1[C:3]([C:4]2[O:11][CH:8]=[CH:7][N:6]=2)=[C:2]([CH:16]=[CH:15][CH:14]=1)[C:21]([OH:23])=[O:22]. The catalyst class is: 31. (4) Reactant: C([O:3][C:4]([C:6]1[S:10][C:9]([N:11]2[CH2:16][CH2:15][N:14]([C:17]([O:19][C:20]([CH3:23])([CH3:22])[CH3:21])=[O:18])[CH2:13][CH2:12]2)=[N:8][CH:7]=1)=[O:5])C.[OH-].[K+].C(OCC)C. Product: [C:4]([C:6]1[S:10][C:9]([N:11]2[CH2:16][CH2:15][N:14]([C:17]([O:19][C:20]([CH3:23])([CH3:22])[CH3:21])=[O:18])[CH2:13][CH2:12]2)=[N:8][CH:7]=1)([OH:5])=[O:3]. The catalyst class is: 8. (5) Reactant: [N:1]1([CH2:6][C:7]2[CH:23]=[CH:22][C:10]([CH2:11][N:12]3[CH:20]=[C:19]4[C:14]([N:15]=[CH:16][N:17]=[C:18]4Cl)=[N:13]3)=[CH:9][CH:8]=2)[CH:5]=[CH:4][CH:3]=[N:2]1.[CH3:24][O:25][C:26]1[CH:31]=[CH:30][C:29]([CH3:32])=[CH:28][C:27]=1[CH2:33][NH2:34].CCN(C(C)C)C(C)C. Product: [N:1]1([CH2:6][C:7]2[CH:23]=[CH:22][C:10]([CH2:11][N:12]3[CH:20]=[C:19]4[C:14]([N:15]=[CH:16][N:17]=[C:18]4[NH:34][CH2:33][C:27]4[CH:28]=[C:29]([CH3:32])[CH:30]=[CH:31][C:26]=4[O:25][CH3:24])=[N:13]3)=[CH:9][CH:8]=2)[CH:5]=[CH:4][CH:3]=[N:2]1. The catalyst class is: 3.